Task: Predict which catalyst facilitates the given reaction.. Dataset: Catalyst prediction with 721,799 reactions and 888 catalyst types from USPTO (1) Reactant: [Br:1][C:2]1[CH:3]=[C:4](I)[C:5]([OH:8])=[N:6][CH:7]=1.[F:10][C:11]1[CH:19]=[CH:18][CH:17]=[C:16]2[C:12]=1[CH:13]=[C:14](B(O)O)[NH:15]2.C(=O)([O-])[O-].[Na+].[Na+]. Product: [Br:1][C:2]1[CH:3]=[C:4]([C:14]2[NH:15][C:16]3[C:12]([CH:13]=2)=[C:11]([F:10])[CH:19]=[CH:18][CH:17]=3)[C:5]([OH:8])=[N:6][CH:7]=1. The catalyst class is: 75. (2) Reactant: [OH:1][CH2:2][CH2:3][N:4]([C:8]1[CH:13]=[CH:12][C:11]([N:14]=[N:15][C:16]2[CH:21]=[CH:20][N:19]=[CH:18][CH:17]=2)=[CH:10][CH:9]=1)[CH2:5][CH2:6][OH:7].[Br:22][CH2:23][C:24]1[CH:29]=[CH:28][C:27]([P:30](=[O:37])([O:34][CH2:35][CH3:36])[O:31][CH2:32][CH3:33])=[CH:26][CH:25]=1. Product: [Br-:22].[OH:7][CH2:6][CH2:5][N:4]([CH2:3][CH2:2][OH:1])[C:8]1[CH:9]=[CH:10][C:11]([N:14]=[N:15][C:16]2[CH:21]=[CH:20][N+:19]([CH2:23][C:24]3[CH:29]=[CH:28][C:27]([P:30]([O:34][CH2:35][CH3:36])([O:31][CH2:32][CH3:33])=[O:37])=[CH:26][CH:25]=3)=[CH:18][CH:17]=2)=[CH:12][CH:13]=1. The catalyst class is: 2. (3) Reactant: C[O:2][C:3](=[O:37])[CH2:4][C:5]1[CH:6]=[C:7]([C:13]2[CH:18]=[CH:17][C:16]([C:19]([F:22])([F:21])[F:20])=[CH:15][C:14]=2[CH2:23][N:24]2[C@@H:28]3[C:29]4[CH:30]=[CH:31][CH:32]=[CH:33][C:34]=4[CH2:35][C@@H:27]3[O:26][C:25]2=[O:36])[C:8]([O:11][CH3:12])=[CH:9][CH:10]=1.Cl. Product: [CH3:12][O:11][C:8]1[C:7]([C:13]2[CH:18]=[CH:17][C:16]([C:19]([F:21])([F:20])[F:22])=[CH:15][C:14]=2[CH2:23][N:24]2[C@@H:28]3[C:29]4[CH:30]=[CH:31][CH:32]=[CH:33][C:34]=4[CH2:35][C@@H:27]3[O:26][C:25]2=[O:36])=[CH:6][C:5]([CH2:4][C:3]([OH:37])=[O:2])=[CH:10][CH:9]=1. The catalyst class is: 702. (4) Reactant: [F:1][C:2]1([F:14])[CH2:7][CH:6]([C:8]([O:10][CH2:11][CH3:12])=[O:9])[C:5](=[O:13])[CH2:4][CH2:3]1.C(N(CC)C(C)C)(C)C.[F:24][C:25]([F:38])([F:37])[S:26](O[S:26]([C:25]([F:38])([F:37])[F:24])(=[O:28])=[O:27])(=[O:28])=[O:27]. Product: [F:1][C:2]1([F:14])[CH2:7][C:6]([C:8]([O:10][CH2:11][CH3:12])=[O:9])=[C:5]([O:13][S:26]([C:25]([F:38])([F:37])[F:24])(=[O:28])=[O:27])[CH2:4][CH2:3]1. The catalyst class is: 4.